Task: Predict the reactants needed to synthesize the given product.. Dataset: Full USPTO retrosynthesis dataset with 1.9M reactions from patents (1976-2016) (1) Given the product [O:25]([C:32]1[CH:37]=[CH:36][C:35]([C:2]2[C:7]([NH:10][CH2:11][CH:12]3[CH2:13][CH2:14][N:15]([S:44]([CH:43]=[CH2:42])(=[O:46])=[O:45])[CH2:16][CH2:17]3)=[N:6][CH:5]=[N:4][C:3]=2[NH2:9])=[CH:34][CH:33]=1)[C:26]1[CH:31]=[CH:30][CH:29]=[CH:28][CH:27]=1, predict the reactants needed to synthesize it. The reactants are: Cl[C:2]1[C:3]([NH2:9])=[N:4][CH:5]=[N:6][C:7]=1Cl.[NH2:10][CH2:11][CH:12]1[CH2:17][CH2:16][N:15](C(OC(C)(C)C)=O)[CH2:14][CH2:13]1.[O:25]([C:32]1[CH:37]=[CH:36][C:35](B(O)O)=[CH:34][CH:33]=1)[C:26]1[CH:31]=[CH:30][CH:29]=[CH:28][CH:27]=1.Cl[CH2:42][CH2:43][S:44](Cl)(=[O:46])=[O:45]. (2) The reactants are: [C:1]([C:3]1[CH:8]=[CH:7][N:6]=[C:5]([O:9][CH2:10][CH:11]2[CH2:16][CH2:15][N:14]([C:17]([O:19][C:20]([CH3:23])([CH3:22])[CH3:21])=[O:18])[CH2:13][CH2:12]2)[CH:4]=1)#N.[H-].C([Al+]CC(C)C)C(C)C.[Cl-].[NH4+].C(C(C(C([O-])=O)O)O)([O-])=[O:37].[Na+].[K+]. Given the product [CH:1]([C:3]1[CH:8]=[CH:7][N:6]=[C:5]([O:9][CH2:10][CH:11]2[CH2:16][CH2:15][N:14]([C:17]([O:19][C:20]([CH3:23])([CH3:22])[CH3:21])=[O:18])[CH2:13][CH2:12]2)[CH:4]=1)=[O:37], predict the reactants needed to synthesize it.